This data is from Forward reaction prediction with 1.9M reactions from USPTO patents (1976-2016). The task is: Predict the product of the given reaction. (1) Given the reactants Br[C:2]1[CH:3]=[C:4]([C:9]2[C:10]([C:14]3[CH:19]=[CH:18][CH:17]=[C:16]([CH3:20])[N:15]=3)=[N:11][NH:12][CH:13]=2)[CH:5]=[CH:6][C:7]=1[F:8].[CH3:21][S:22]([C:25]1[CH:30]=[CH:29][C:28](B(O)O)=[CH:27][CH:26]=1)(=[O:24])=[O:23].O, predict the reaction product. The product is: [F:8][C:7]1[C:2]([C:28]2[CH:29]=[CH:30][C:25]([S:22]([CH3:21])(=[O:24])=[O:23])=[CH:26][CH:27]=2)=[CH:3][C:4]([C:9]2[C:10]([C:14]3[CH:19]=[CH:18][CH:17]=[C:16]([CH3:20])[N:15]=3)=[N:11][NH:12][CH:13]=2)=[CH:5][CH:6]=1. (2) Given the reactants [O:1]1[CH2:3][C@@H:2]1[CH2:4][O:5][C:6]1[CH:11]=[CH:10][C:9]([S:12]([C:15]([F:18])([F:17])[F:16])(=[O:14])=[O:13])=[CH:8][C:7]=1C(=O)C.C1C=C(Cl)C=[C:24]([C:29]([O:31]O)=[O:30])C=1, predict the reaction product. The product is: [C:29]([O:31][C:7]1[CH:8]=[C:9]([S:12]([C:15]([F:16])([F:17])[F:18])(=[O:13])=[O:14])[CH:10]=[CH:11][C:6]=1[O:5][CH2:4][C@H:2]1[CH2:3][O:1]1)(=[O:30])[CH3:24]. (3) Given the reactants S(Cl)([Cl:3])=O.O[CH2:6][CH2:7][C:8]1[C:9]([CH3:28])=[N:10][C:11]2[N:12]([C:15]([CH3:27])=[N:16][C:17]=2[C:18]2[C:23]([CH3:24])=[CH:22][C:21]([CH3:25])=[CH:20][C:19]=2[CH3:26])[C:13]=1[OH:14], predict the reaction product. The product is: [Cl:3][CH2:6][CH2:7][C:8]1[C:9]([CH3:28])=[N:10][C:11]2[N:12]([C:15]([CH3:27])=[N:16][C:17]=2[C:18]2[C:23]([CH3:24])=[CH:22][C:21]([CH3:25])=[CH:20][C:19]=2[CH3:26])[C:13]=1[OH:14]. (4) Given the reactants Br[C:2]1[O:6][C:5]([CH:7]([N:9]2[CH2:14][CH2:13][O:12][CH2:11][CH2:10]2)[CH3:8])=[CH:4][CH:3]=1.C(C[C:19]1[CH:24]=[CH:23][C:22](B(O)O)=[CH:21][CH:20]=1)(O)=O.[C:28]([O-:31])([O-])=[O:29].[Na+].[Na+], predict the reaction product. The product is: [N:9]1([CH:7]([C:5]2[O:6][C:2]([C:19]3[CH:24]=[CH:23][C:22]([C:28]([OH:31])=[O:29])=[CH:21][CH:20]=3)=[CH:3][CH:4]=2)[CH3:8])[CH2:14][CH2:13][O:12][CH2:11][CH2:10]1. (5) Given the reactants [NH:1]1[CH:5]=[CH:4][CH:3]=[N:2]1.[H-].[Na+].Cl[C:9]1[CH:18]=[CH:17][C:12]([C:13]([O:15][CH3:16])=[O:14])=[CH:11][N:10]=1.[NH4+].[Cl-], predict the reaction product. The product is: [CH3:16][O:15][C:13](=[O:14])[C:12]1[CH:17]=[CH:18][C:9]([N:1]2[CH:5]=[CH:4][CH:3]=[N:2]2)=[N:10][CH:11]=1. (6) Given the reactants [CH3:1][O:2][C:3]1[C:8]2[C:9](=[O:18])[NH:10][N:11]([CH:12]3[CH2:17][CH2:16][O:15][CH2:14][CH2:13]3)[C:7]=2[CH:6]=[CH:5][N:4]=1.N1C=CC=CC=1.[F:25][C:26]([F:39])([F:38])[S:27](O[S:27]([C:26]([F:39])([F:38])[F:25])(=[O:29])=[O:28])(=[O:29])=[O:28].[Cl-].[NH4+], predict the reaction product. The product is: [F:25][C:26]([F:39])([F:38])[S:27]([O:18][C:9]1[C:8]2[C:3]([O:2][CH3:1])=[N:4][CH:5]=[CH:6][C:7]=2[N:11]([CH:12]2[CH2:17][CH2:16][O:15][CH2:14][CH2:13]2)[N:10]=1)(=[O:29])=[O:28].